From a dataset of TCR-epitope binding with 47,182 pairs between 192 epitopes and 23,139 TCRs. Binary Classification. Given a T-cell receptor sequence (or CDR3 region) and an epitope sequence, predict whether binding occurs between them. (1) The epitope is VTIAEILLI. The TCR CDR3 sequence is CASSLSAGGGTEAFF. Result: 0 (the TCR does not bind to the epitope). (2) The epitope is NLWNTFTRL. The TCR CDR3 sequence is CASSDLGVYEQYF. Result: 0 (the TCR does not bind to the epitope).